This data is from Full USPTO retrosynthesis dataset with 1.9M reactions from patents (1976-2016). The task is: Predict the reactants needed to synthesize the given product. (1) Given the product [NH2:27][C:2]1[CH:3]=[CH:4][C:5]([F:26])=[C:6]([C@:8]2([CH:23]([F:25])[F:24])[C@@H:14]3[C@@H:12]([CH2:13]3)[O:11][C:10]([NH:15][C:16](=[O:22])[O:17][C:18]([CH3:21])([CH3:20])[CH3:19])=[N:9]2)[CH:7]=1, predict the reactants needed to synthesize it. The reactants are: Br[C:2]1[CH:3]=[CH:4][C:5]([F:26])=[C:6]([C@:8]2([CH:23]([F:25])[F:24])[C@@H:14]3[C@@H:12]([CH2:13]3)[O:11][C:10]([NH:15][C:16](=[O:22])[O:17][C:18]([CH3:21])([CH3:20])[CH3:19])=[N:9]2)[CH:7]=1.[N-:27]=[N+]=[N-].[Na+].[NH4+].[Cl-].[OH-].[NH4+].CP(C)C. (2) Given the product [NH2:32][S:29]([NH:33][C:26](=[O:28])[CH2:25][CH2:24][C:14]1[CH:15]=[CH:16][C:17]([O:19][CH2:20][CH2:21][O:22][CH3:23])=[CH:18][C:13]=1[O:12][C:3]1[C:2]([Cl:1])=[CH:7][C:6]([C:8]([F:10])([F:11])[F:9])=[CH:5][N:4]=1)(=[O:31])=[O:30], predict the reactants needed to synthesize it. The reactants are: [Cl:1][C:2]1[C:3]([O:12][C:13]2[CH:18]=[C:17]([O:19][CH2:20][CH2:21][O:22][CH3:23])[CH:16]=[CH:15][C:14]=2[CH2:24][CH2:25][C:26]([OH:28])=O)=[N:4][CH:5]=[C:6]([C:8]([F:11])([F:10])[F:9])[CH:7]=1.[S:29]([NH2:33])([NH2:32])(=[O:31])=[O:30].N12CCCN=C1CCCCC2.Cl. (3) Given the product [F:17][C:4]1[CH:3]=[C:2]([B:22]([OH:23])[OH:21])[CH:16]=[CH:15][C:5]=1[O:6][CH2:7][CH2:8][CH2:9][N:10]1[CH2:14][CH2:13][CH2:12][CH2:11]1, predict the reactants needed to synthesize it. The reactants are: Br[C:2]1[CH:16]=[CH:15][C:5]([O:6][CH2:7][CH2:8][CH2:9][N:10]2[CH2:14][CH2:13][CH2:12][CH2:11]2)=[C:4]([F:17])[CH:3]=1.II.C[O:21][B:22](OC)[O:23]C.Cl. (4) Given the product [C:10]([O:7][CH2:6][CH2:5][C:4]#[C:3][C:2]([OH:9])([CH3:8])[CH3:1])(=[O:12])[CH3:11], predict the reactants needed to synthesize it. The reactants are: [CH3:1][C:2]([OH:9])([CH3:8])[C:3]#[C:4][CH2:5][CH2:6][OH:7].[C:10](OC(=O)C)(=[O:12])[CH3:11].C(N(CC)CC)C. (5) Given the product [CH3:14][O:15][C:16]1[CH:17]=[C:18]([C:24]2[CH2:25][CH2:26][C:27](=[O:36])[N:28]([CH:30]3[CH2:31][CH2:32][N:33]([S:9]([C:6]4[CH:7]=[CH:8][C:3]([O:2][CH3:1])=[CH:4][CH:5]=4)(=[O:11])=[O:10])[CH2:34][CH2:35]3)[N:29]=2)[CH:19]=[CH:20][C:21]=1[O:22][CH3:23], predict the reactants needed to synthesize it. The reactants are: [CH3:1][O:2][C:3]1[CH:8]=[CH:7][C:6]([S:9](Cl)(=[O:11])=[O:10])=[CH:5][CH:4]=1.Cl.[CH3:14][O:15][C:16]1[CH:17]=[C:18]([C:24]2[CH:25](C)[CH2:26][C:27](=[O:36])[N:28]([CH:30]3[CH2:35][CH2:34][NH:33][CH2:32][CH2:31]3)[N:29]=2)[CH:19]=[CH:20][C:21]=1[O:22][CH3:23].C(N1CCC(N2C(=O)CC(C)C(C3C=CC(OC)=C(OC)C=3)=N2)CC1)(=O)C. (6) Given the product [CH:21]1([C:19]([N:16]2[CH2:17][CH2:18][CH:14]([CH2:13][N:9]3[CH:10]=[CH:11][N:12]=[C:8]3[C:5]3[CH:6]=[CH:7][C:2]([C:30]4[CH:31]=[C:32]5[C:27]([CH:26]=[CH:25][NH:24]5)=[CH:28][CH:29]=4)=[CH:3][CH:4]=3)[CH2:15]2)=[O:20])[CH2:23][CH2:22]1, predict the reactants needed to synthesize it. The reactants are: Br[C:2]1[CH:7]=[CH:6][C:5]([C:8]2[N:9]([CH2:13][CH:14]3[CH2:18][CH2:17][N:16]([C:19]([CH:21]4[CH2:23][CH2:22]4)=[O:20])[CH2:15]3)[CH:10]=[CH:11][N:12]=2)=[CH:4][CH:3]=1.[NH:24]1[C:32]2[C:27](=[CH:28][CH:29]=[C:30](B(O)O)[CH:31]=2)[CH:26]=[CH:25]1. (7) Given the product [Br:8][C:9]1[C:15]([C:16]([F:18])([F:17])[F:19])=[CH:14][C:12]([N+:13]([O-:24])=[O:30])=[CH:11][C:10]=1[C:20]([F:21])([F:22])[F:23], predict the reactants needed to synthesize it. The reactants are: P(O)([O-])([O-])=O.[Na+].[Na+].[Br:8][C:9]1[C:15]([C:16]([F:19])([F:18])[F:17])=[CH:14][C:12]([NH2:13])=[CH:11][C:10]=1[C:20]([F:23])([F:22])[F:21].[OH:24]OS([O-])=O.[K+].[OH-:30].[K+].